From a dataset of Full USPTO retrosynthesis dataset with 1.9M reactions from patents (1976-2016). Predict the reactants needed to synthesize the given product. (1) Given the product [CH3:12][C:11]1[C:5]2[C:4]([NH2:15])=[N:3][C:2]([NH2:1])=[N:7][C:6]=2[N:8]=[CH:9][C:10]=1[CH2:13][NH:14][C:20]1[CH:22]=[C:23]([O:27][CH3:28])[C:24]([O:25][CH3:26])=[C:18]([O:17][CH3:16])[CH:19]=1, predict the reactants needed to synthesize it. The reactants are: [NH2:1][C:2]1[N:3]=[C:4]([NH2:15])[C:5]2[C:11]([CH3:12])=[C:10]([C:13]#[N:14])[CH:9]=[N:8][C:6]=2[N:7]=1.[CH3:16][O:17][C:18]1[CH:19]=[C:20]([CH:22]=[C:23]([O:27][CH3:28])[C:24]=1[O:25][CH3:26])N. (2) Given the product [NH2:8][C@@H:9]([C:16]1[CH:21]=[CH:20][CH:19]=[C:18]([NH2:22])[CH:17]=1)[CH2:10][C:11]([O:13][CH2:14][CH3:15])=[O:12], predict the reactants needed to synthesize it. The reactants are: C([N:8]([C@H](C1C=CC=CC=1)C)[C@@H:9]([C:16]1[CH:21]=[CH:20][CH:19]=[C:18]([N+:22]([O-])=O)[CH:17]=1)[CH2:10][C:11]([O:13][CH2:14][CH3:15])=[O:12])C1C=CC=CC=1.[H][H]. (3) Given the product [Cl:1][C:2]1[CH:7]=[C:6]([CH2:8][CH2:9][NH:10][C:11]2[N:16]=[C:15]([C:17]3[CH:18]=[C:19]([CH:20]=[CH:21][CH:22]=3)[CH2:23][N:24]([CH:25]([CH3:26])[CH3:27])[C:37](=[O:38])[C:36]3[C:31]([C:30]([F:41])([F:29])[F:40])=[CH:32][CH:33]=[N:34][CH:35]=3)[CH:14]=[CH:13][N:12]=2)[CH:5]=[CH:4][C:3]=1[OH:28], predict the reactants needed to synthesize it. The reactants are: [Cl:1][C:2]1[CH:7]=[C:6]([CH2:8][CH2:9][NH:10][C:11]2[N:16]=[C:15]([C:17]3[CH:22]=[CH:21][CH:20]=[C:19]([CH2:23][NH:24][CH:25]([CH3:27])[CH3:26])[CH:18]=3)[CH:14]=[CH:13][N:12]=2)[CH:5]=[CH:4][C:3]=1[OH:28].[F:29][C:30]([F:41])([F:40])[C:31]1[C:36]([C:37](O)=[O:38])=[CH:35][N:34]=[CH:33][CH:32]=1. (4) Given the product [C:28]1([CH2:27][N:26]2[C:47](=[O:48])[CH:49]3[CH:30]([CH2:21][N:14]([CH2:13][C:12]4[CH:7]=[CH:6][CH:5]=[CH:10][CH:11]=4)[CH2:15]3)[C:25]2=[O:24])[CH:31]=[CH:32][CH:33]=[CH:35][CH:51]=1, predict the reactants needed to synthesize it. The reactants are: FC1[C:11]([CH2:12][CH2:13][N:14]2[CH2:21][C@@H]3[C@@H](CNC3)[CH2:15]2)=[C:10]2[C:5]([CH:6]=[CH:7]C(OC)=N2)=NC=1.[O:24]=[C:25]1[CH2:30]S[C:28]2[CH:31]=[CH:32][C:33]([CH:35]=O)=N[C:27]=2[NH:26]1.[BH-](O[C:47]([CH3:49])=[O:48])(OC(C)=O)OC(C)=O.[Na+].[CH2:51](Cl)Cl. (5) Given the product [CH3:1][CH2:2][N:3]([CH2:6][CH2:7][NH:8][C:9]([C:11]1[C:12]([CH3:29])=[C:13](/[CH:17]=[C:18]2/[C:19]3[CH:20]=[C:21]([F:28])[CH:22]=[CH:23][C:24]=3[NH:25][C:26]/2=[O:27])[NH:14][C:15]=1[CH3:16])=[O:10])[CH2:4][CH3:5].[C:38]([O-:40])(=[O:39])/[CH:37]=[CH:36]/[C:35]1[CH:34]=[CH:33][C:32]([OH:41])=[CH:31][CH:30]=1, predict the reactants needed to synthesize it. The reactants are: [CH3:1][CH2:2][N:3]([CH2:6][CH2:7][NH:8][C:9]([C:11]1[C:12]([CH3:29])=[C:13](/[CH:17]=[C:18]2/[C:19]3[CH:20]=[C:21]([F:28])[CH:22]=[CH:23][C:24]=3[NH:25][C:26]/2=[O:27])[NH:14][C:15]=1[CH3:16])=[O:10])[CH2:4][CH3:5].[CH:30]1[C:35](/[CH:36]=[CH:37]/[C:38]([OH:40])=[O:39])=[CH:34][CH:33]=[C:32]([OH:41])[CH:31]=1. (6) The reactants are: [C:1]([C:4]1[CH:36]=[CH:35][C:7]2[N:8]([C:13]3[CH:18]=[CH:17][C:16]([CH2:19][CH2:20][NH:21][C:22]([NH:24][S:25]([C:28]4[CH:33]=[CH:32][C:31]([CH3:34])=[CH:30][CH:29]=4)(=[O:27])=[O:26])=[O:23])=[CH:15][CH:14]=3)[C:9]([CH2:11][CH3:12])=[N:10][C:6]=2[CH:5]=1)(=[O:3])[CH3:2].[OH-].[Na+].[BH4-].[Na+].[NH4+].[Cl-]. Given the product [CH2:11]([C:9]1[N:8]([C:13]2[CH:18]=[CH:17][C:16]([CH2:19][CH2:20][NH:21][C:22]([NH:24][S:25]([C:28]3[CH:33]=[CH:32][C:31]([CH3:34])=[CH:30][CH:29]=3)(=[O:27])=[O:26])=[O:23])=[CH:15][CH:14]=2)[C:7]2[CH:35]=[CH:36][C:4]([CH:1]([OH:3])[CH3:2])=[CH:5][C:6]=2[N:10]=1)[CH3:12], predict the reactants needed to synthesize it.